From a dataset of Full USPTO retrosynthesis dataset with 1.9M reactions from patents (1976-2016). Predict the reactants needed to synthesize the given product. (1) The reactants are: Br[C:2]1[N:6]2[CH:7]=[C:8]([CH:25]3[CH2:27][CH2:26]3)[C:9]([CH2:11][O:12][C:13]3[CH:18]=[C:17]([O:19][C:20]([F:23])([F:22])[F:21])[CH:16]=[C:15]([Cl:24])[CH:14]=3)=[CH:10][C:5]2=[N:4][N:3]=1.[CH:28]1([S:31]([NH2:34])(=[O:33])=[O:32])CC1.CS(N)(=O)=O. Given the product [Cl:24][C:15]1[CH:14]=[C:13]([CH:18]=[C:17]([O:19][C:20]([F:23])([F:22])[F:21])[CH:16]=1)[O:12][CH2:11][C:9]1[C:8]([CH:25]2[CH2:27][CH2:26]2)=[CH:7][N:6]2[C:2]([NH:34][S:31]([CH3:28])(=[O:33])=[O:32])=[N:3][N:4]=[C:5]2[CH:10]=1, predict the reactants needed to synthesize it. (2) The reactants are: [Cl:1][C:2]1[CH:7]=[C:6]([C:8]#[C:9][C:10]2[N:11]=[C:12]([CH3:22])[N:13]([C:15]3[NH:20][C:19](=[O:21])[CH:18]=[N:17][CH:16]=3)[CH:14]=2)[CH:5]=[CH:4][N:3]=1.[CH3:23]I. Given the product [Cl:1][C:2]1[CH:7]=[C:6]([C:8]#[C:9][C:10]2[N:11]=[C:12]([CH3:22])[N:13]([C:15]3[N:20]([CH3:23])[C:19](=[O:21])[CH:18]=[N:17][CH:16]=3)[CH:14]=2)[CH:5]=[CH:4][N:3]=1, predict the reactants needed to synthesize it. (3) Given the product [NH2:1][C:4]1[CH:13]=[CH:12][C:7]2[NH:8][C:9](=[O:11])[S:10][C:6]=2[CH:5]=1, predict the reactants needed to synthesize it. The reactants are: [N+:1]([C:4]1[CH:13]=[CH:12][C:7]2[NH:8][C:9](=[O:11])[S:10][C:6]=2[CH:5]=1)([O-])=O.O.[Cl-].[NH4+]. (4) The reactants are: CN(C(O[N:9]1N=[N:16][C:11]2[CH:12]=[CH:13][CH:14]=[CH:15][C:10]1=2)=[N+](C)C)C.F[P-](F)(F)(F)(F)F.CCN=C=NC[CH2:31][CH2:32]N(C)C.C1C=CC2N([OH:45])N=NC=2C=1.CCN(C(C)C)C(C)C. Given the product [CH:11]1([C:10]([NH2:9])=[O:45])[CH:12]2[CH2:13][CH2:14][CH2:15][CH:32]2[CH2:31][NH:16]1, predict the reactants needed to synthesize it. (5) Given the product [CH3:1][O:2][C:3]([C:5]1[C:10]([C:11]2[CH:16]=[C:15]([O:17][CH3:18])[C:14]([O:19][CH3:20])=[C:13]([O:21][CH3:22])[CH:12]=2)=[C:9]2[C:23]([NH2:24])=[C:31]([C:32]([C:34]3[CH:43]=[CH:42][C:41]4[C:36](=[CH:37][CH:38]=[CH:39][CH:40]=4)[CH:35]=3)=[O:33])[S:25][C:8]2=[N:7][C:6]=1[CH3:26])=[O:4], predict the reactants needed to synthesize it. The reactants are: [CH3:1][O:2][C:3]([C:5]1[C:10]([C:11]2[CH:16]=[C:15]([O:17][CH3:18])[C:14]([O:19][CH3:20])=[C:13]([O:21][CH3:22])[CH:12]=2)=[C:9]([C:23]#[N:24])[C:8](=[S:25])[NH:7][C:6]=1[CH3:26])=[O:4].C(O)C.Br[CH2:31][C:32]([C:34]1[CH:43]=[CH:42][C:41]2[C:36](=[CH:37][CH:38]=[CH:39][CH:40]=2)[CH:35]=1)=[O:33]. (6) Given the product [Cl:24][C:21]1[CH:22]=[CH:23][C:18]([C@H:17]([N:26]2[CH:31]=[CH:30][C:29]([C:32]3[CH:37]=[CH:36][N:35]=[C:34]([NH:7][C:5]4[CH:4]=[N:3][N:2]([CH3:1])[CH:6]=4)[N:33]=3)=[CH:28][C:27]2=[O:42])[CH2:16][OH:15])=[CH:19][C:20]=1[F:25], predict the reactants needed to synthesize it. The reactants are: [CH3:1][N:2]1[CH:6]=[C:5]([NH2:7])[CH:4]=[N:3]1.[Si]([O:15][CH2:16][C@@H:17]([N:26]1[CH:31]=[CH:30][C:29]([C:32]2[CH:37]=[CH:36][N:35]=[C:34](S(C)(=O)=O)[N:33]=2)=[CH:28][C:27]1=[O:42])[C:18]1[CH:23]=[CH:22][C:21]([Cl:24])=[C:20]([F:25])[CH:19]=1)(C(C)(C)C)(C)C. (7) Given the product [C:15]([C:14]1[C:13]([S:21][CH3:22])=[C:12]([NH:11][C:10]2[CH:9]=[C:8]([NH:23][C:24]3[CH:29]=[CH:28][CH:27]=[CH:26][N:25]=3)[N:7]=[N:6][C:5]=2[C:3]([NH:2][CH3:1])=[O:4])[CH:20]=[CH:19][CH:18]=1)(=[O:16])[NH2:40], predict the reactants needed to synthesize it. The reactants are: [CH3:1][NH:2][C:3]([C:5]1[N:6]=[N:7][C:8]([NH:23][C:24]2[CH:29]=[CH:28][CH:27]=[CH:26][N:25]=2)=[CH:9][C:10]=1[NH:11][C:12]1[C:13]([S:21][CH3:22])=[C:14]([CH:18]=[CH:19][CH:20]=1)[C:15](O)=[O:16])=[O:4].C(Cl)CCl.C1C=CC2N(O)N=[N:40]C=2C=1.N. (8) Given the product [CH3:1][O:2][C:3](=[O:23])[CH2:4][CH2:5][C:6]1[N:7]=[C:8]([C:33](=[O:34])[NH:49][CH:46]2[CH2:47][CH2:48][N:43]([CH:40]([CH3:42])[CH3:41])[CH2:44][CH2:45]2)[N:9]([CH2:11][C:12]2[CH:16]=[C:15]([C:17]3[S:18][C:19]([Cl:22])=[CH:20][CH:21]=3)[O:14][N:13]=2)[CH:10]=1, predict the reactants needed to synthesize it. The reactants are: [CH3:1][O:2][C:3](=[O:23])[CH2:4][CH2:5][C:6]1[N:7]=[CH:8][N:9]([CH2:11][C:12]2[CH:16]=[C:15]([C:17]3[S:18][C:19]([Cl:22])=[CH:20][CH:21]=3)[O:14][N:13]=2)[CH:10]=1.CCN(CC)CC.ClC(Cl)(Cl)[C:33](Cl)=[O:34].Cl.Cl.[CH:40]([N:43]1[CH2:48][CH2:47][CH:46]([NH2:49])[CH2:45][CH2:44]1)([CH3:42])[CH3:41]. (9) Given the product [OH:8][C:9]1[C:14]2[NH:15][C:16](=[O:19])[CH2:17][O:18][C:13]=2[C:12]([CH:20]([OH:24])[CH2:21][NH:25][C:26]2([CH2:29][C:30]3[CH:35]=[CH:34][C:33]([C:36]4([OH:39])[CH2:38][CH2:37]4)=[CH:32][CH:31]=3)[CH2:27][CH2:28]2)=[CH:11][CH:10]=1, predict the reactants needed to synthesize it. The reactants are: C([O:8][C:9]1[C:14]2[NH:15][C:16](=[O:19])[CH2:17][O:18][C:13]=2[C:12]([C:20](=[O:24])[CH:21](O)O)=[CH:11][CH:10]=1)C1C=CC=CC=1.[NH2:25][C:26]1([CH2:29][C:30]2[CH:35]=[CH:34][C:33]([C:36]3([OH:39])[CH2:38][CH2:37]3)=[CH:32][CH:31]=2)[CH2:28][CH2:27]1.FC(F)(F)C([O-])=O. (10) Given the product [C:16]([C:15]1[CH:18]=[CH:19][C:12]([N:4]2[C@@H:5]([CH:7]3[CH2:11][CH2:10][CH2:9][CH2:8]3)[CH2:6][C:2]([C:33]3[CH:32]=[CH:31][C:25]([C:26]([O:28][CH2:29][CH3:30])=[O:27])=[C:24]([O:23][CH2:21][CH3:22])[N:34]=3)=[N:3]2)=[N:13][C:14]=1[CH3:20])#[N:17], predict the reactants needed to synthesize it. The reactants are: Cl[C:2]1[CH2:6][C@H:5]([CH:7]2[CH2:11][CH2:10][CH2:9][CH2:8]2)[N:4]([C:12]2[CH:19]=[CH:18][C:15]([C:16]#[N:17])=[C:14]([CH3:20])[N:13]=2)[N:3]=1.[CH2:21]([O:23][C:24]1[N:34]=[C:33](B2OC(C)(C)C(C)(C)O2)[CH:32]=[CH:31][C:25]=1[C:26]([O:28][CH2:29][CH3:30])=[O:27])[CH3:22].